From a dataset of Peptide-MHC class II binding affinity with 134,281 pairs from IEDB. Regression. Given a peptide amino acid sequence and an MHC pseudo amino acid sequence, predict their binding affinity value. This is MHC class II binding data. The peptide sequence is KASNPNYLAILVKYV. The MHC is DRB1_0901 with pseudo-sequence DRB1_0901. The binding affinity (normalized) is 0.673.